From a dataset of Reaction yield outcomes from USPTO patents with 853,638 reactions. Predict the reaction yield, written as a fraction of the theoretical maximum amount of product (1.0 means a 100% yield; for example, 0.34 means a 34% yield). (1) The reactants are C[O:2][CH2:3][C@H:4]([CH3:33])[O:5][C:6]1[CH:7]=[C:8]([C:23]2[NH:27][C:26]([C:28]3[O:29][CH2:30][CH2:31][N:32]=3)=[CH:25][CH:24]=2)[CH:9]=[C:10]([O:12][C:13]2[CH:18]=[CH:17][C:16]([S:19]([CH3:22])(=[O:21])=[O:20])=[CH:15][CH:14]=2)[CH:11]=1.ClCCl.B(Br)(Br)Br.C(=O)([O-])O.[Na+]. The catalyst is ClCCl. The product is [O:29]1[CH2:30][CH2:31][N:32]=[C:28]1[C:26]1[NH:27][C:23]([C:8]2[CH:7]=[C:6]([CH:11]=[C:10]([O:12][C:13]3[CH:18]=[CH:17][C:16]([S:19]([CH3:22])(=[O:21])=[O:20])=[CH:15][CH:14]=3)[CH:9]=2)[O:5][C@@H:4]([CH3:33])[CH2:3][OH:2])=[CH:24][CH:25]=1. The yield is 0.640. (2) The yield is 0.200. The reactants are [CH2:1]([O:3][C:4]([C:6]1[C:7]2[C:15](=O)[CH2:14][CH2:13][CH2:12][CH2:11][C:8]=2[NH:9][CH:10]=1)=[O:5])[CH3:2].[NH2:17][CH:18]=[CH:19][CH:20]=O.C([O-])(=O)C.[NH4+]. The product is [CH2:1]([O:3][C:4]([C:6]1[C:7]2[C:15]3[N:17]=[CH:18][CH:19]=[CH:20][C:14]=3[CH2:13][CH2:12][CH2:11][C:8]=2[NH:9][CH:10]=1)=[O:5])[CH3:2]. The catalyst is C(N(CC)CC)C.ClCCl.C([O-])(O)=O.[Na+]. (3) The catalyst is C(O)C.C1COCC1.[Pd]. The yield is 0.675. The reactants are C([O:8][C:9]1[CH:14]=[CH:13][C:12]([C:15]2[CH:20]=[CH:19][C:18]([C:21]([F:24])([F:23])[F:22])=[CH:17][N:16]=2)=[CH:11][CH:10]=1)C1C=CC=CC=1.[H][H]. The product is [F:24][C:21]([F:22])([F:23])[C:18]1[CH:19]=[CH:20][C:15]([C:12]2[CH:11]=[CH:10][C:9]([OH:8])=[CH:14][CH:13]=2)=[N:16][CH:17]=1. (4) The yield is 0.200. The catalyst is C(Cl)(Cl)(Cl)Cl.CN(C=O)C. The product is [O:37]=[C:32]1[CH2:33][CH2:34][C:35](=[O:36])[N:31]1[C:11]1[N:12]([CH2:14][C:15]2[CH:20]=[CH:19][C:18]([C:21]3[CH:26]=[CH:25][CH:24]=[CH:23][N:22]=3)=[CH:17][CH:16]=2)[CH:13]=[C:9]2[C:8](=[O:27])[N:7]([CH3:28])[C:6](=[O:29])[N:5]([CH2:1][CH:2]([CH3:4])[CH3:3])[C:10]=12. The reactants are [CH2:1]([N:5]1[C:10]2=[CH:11][N:12]([CH2:14][C:15]3[CH:20]=[CH:19][C:18]([C:21]4[CH:26]=[CH:25][CH:24]=[CH:23][N:22]=4)=[CH:17][CH:16]=3)[CH:13]=[C:9]2[C:8](=[O:27])[N:7]([CH3:28])[C:6]1=[O:29])[CH:2]([CH3:4])[CH3:3].Cl[N:31]1[C:35](=[O:36])[CH2:34][CH2:33][C:32]1=[O:37]. (5) The reactants are [F:1][C:2]1[CH:3]=[C:4]([C:8]2[C:12]([CH2:13][NH2:14])=[C:11]([CH3:15])[O:10][N:9]=2)[CH:5]=[CH:6][CH:7]=1.Cl[C:17]1[CH:26]=[CH:25][C:20]([C:21]([O:23][CH3:24])=[O:22])=[CH:19][N:18]=1.C(N(CC)C(C)C)(C)C. The catalyst is CS(C)=O. The product is [CH3:24][O:23][C:21](=[O:22])[C:20]1[CH:25]=[CH:26][C:17]([NH:14][CH2:13][C:12]2[C:8]([C:4]3[CH:5]=[CH:6][CH:7]=[C:2]([F:1])[CH:3]=3)=[N:9][O:10][C:11]=2[CH3:15])=[N:18][CH:19]=1. The yield is 0.380. (6) The reactants are Cl.[Cl:2][C:3]1[C:4]2[N:5]([CH:19]=[N:20][CH:21]=2)[C:6]([N:13]2[CH2:18][CH2:17][NH:16][CH2:15][CH2:14]2)=[C:7]([C:9]([O:11][CH3:12])=[O:10])[CH:8]=1.[Na].O.[C:24]([O:28][C:29](O[C:29]([O:28][C:24]([CH3:27])([CH3:26])[CH3:25])=[O:30])=[O:30])([CH3:27])([CH3:26])[CH3:25]. The catalyst is O1CCCC1. The product is [C:24]([O:28][C:29]([N:16]1[CH2:17][CH2:18][N:13]([C:6]2[N:5]3[CH:19]=[N:20][CH:21]=[C:4]3[C:3]([Cl:2])=[CH:8][C:7]=2[C:9]([O:11][CH3:12])=[O:10])[CH2:14][CH2:15]1)=[O:30])([CH3:27])([CH3:26])[CH3:25]. The yield is 0.240. (7) The reactants are [CH3:1][N:2]1[C:10]([CH:11]=O)=[N:9][C:8]2[C:3]1=[N:4][C:5]([N:19]1[C:23]3[CH:24]=[CH:25][CH:26]=[CH:27][C:22]=3[N:21]=[C:20]1[CH3:28])=[N:6][C:7]=2[N:13]1[CH2:18][CH2:17][O:16][CH2:15][CH2:14]1.[CH3:29][CH:30]([CH3:39])[CH:31]([CH:33]1[CH2:38][CH2:37][NH:36][CH2:35][CH2:34]1)[OH:32].C(O[BH-](OC(=O)C)OC(=O)C)(=O)C.[Na+]. The catalyst is ClCCCl. The product is [CH3:29][CH:30]([CH3:39])[CH:31]([CH:33]1[CH2:38][CH2:37][N:36]([CH2:11][C:10]2[N:2]([CH3:1])[C:3]3[C:8]([N:9]=2)=[C:7]([N:13]2[CH2:14][CH2:15][O:16][CH2:17][CH2:18]2)[N:6]=[C:5]([N:19]2[C:23]4[CH:24]=[CH:25][CH:26]=[CH:27][C:22]=4[N:21]=[C:20]2[CH3:28])[N:4]=3)[CH2:35][CH2:34]1)[OH:32]. The yield is 0.410.